The task is: Predict which catalyst facilitates the given reaction.. This data is from Catalyst prediction with 721,799 reactions and 888 catalyst types from USPTO. (1) Reactant: [Br:1][C:2]1[C:9]([C:10]#[N:11])=[C:8]([OH:12])[C:7]([O:13][CH3:14])=[CH:6][C:3]=1[C:4]#[N:5].[C:15](O[C:15]([O:17][C:18]([CH3:21])([CH3:20])[CH3:19])=[O:16])([O:17][C:18]([CH3:21])([CH3:20])[CH3:19])=[O:16]. Product: [C:15](=[O:16])([O:17][C:18]([CH3:21])([CH3:20])[CH3:19])[O:12][C:8]1[C:7]([O:13][CH3:14])=[CH:6][C:3]([C:4]#[N:5])=[C:2]([Br:1])[C:9]=1[C:10]#[N:11]. The catalyst class is: 616. (2) Reactant: [CH3:1][C:2]1[N:3]=[C:4]([C:7]2([N:13]([C:17]3[CH:22]=[CH:21][CH:20]=[CH:19][CH:18]=3)[C:14](=[O:16])[CH3:15])[CH2:12][CH2:11][NH:10][CH2:9][CH2:8]2)[S:5][CH:6]=1.[F:23][C:24]1[CH:31]=[CH:30][CH:29]=[C:28]([F:32])[C:25]=1[CH:26]=O.C(O[BH-](OC(=O)C)OC(=O)C)(=O)C.[Na+].C(=O)(O)[O-].[Na+]. Product: [F:23][C:24]1[CH:31]=[CH:30][CH:29]=[C:28]([F:32])[C:25]=1[CH2:26][N:10]1[CH2:11][CH2:12][C:7]([N:13]([C:17]2[CH:18]=[CH:19][CH:20]=[CH:21][CH:22]=2)[C:14](=[O:16])[CH3:15])([C:4]2[S:5][CH:6]=[C:2]([CH3:1])[N:3]=2)[CH2:8][CH2:9]1. The catalyst class is: 671. (3) Reactant: [CH3:1][O:2][C:3]1[CH:15]=[C:14]2[C:6]([C:7]3[CH2:8][CH2:9][C:10]([CH3:21])([CH3:20])[CH2:11][C:12]=3[N:13]2[CH2:16][C:17](O)=[O:18])=[CH:5][CH:4]=1.C1C=CC2N(O)N=NC=2C=1.[CH2:32]([NH:36][CH2:37][CH2:38][CH2:39][CH3:40])[CH2:33][CH2:34][CH3:35]. The catalyst class is: 344. Product: [CH2:32]([N:36]([CH2:37][CH2:38][CH2:39][CH3:40])[C:17](=[O:18])[CH2:16][N:13]1[C:12]2[CH2:11][C:10]([CH3:20])([CH3:21])[CH2:9][CH2:8][C:7]=2[C:6]2[C:14]1=[CH:15][C:3]([O:2][CH3:1])=[CH:4][CH:5]=2)[CH2:33][CH2:34][CH3:35]. (4) Reactant: [OH:1][C:2]1[CH:7]=[CH:6][C:5]([CH:8]=[CH:9][C:10]([O:12][CH2:13]C)=[O:11])=[CH:4][CH:3]=1.CC1(C)NSN(P([C:34]2[CH:39]=[CH:38][CH:37]=[CH:36][CH:35]=2)([C:34]2[CH:39]=[CH:38][CH:37]=[CH:36][CH:35]=2)[C:34]2[CH:39]=[CH:38][CH:37]=[CH:36][CH:35]=2)C1. Product: [C:34]1([CH2:5][CH2:8][CH:9]([O:1][C:2]2[CH:3]=[CH:4][C:5]([CH:8]=[CH:9][C:10]([O:12][CH3:13])=[O:11])=[CH:6][CH:7]=2)[C:10]([OH:12])=[O:11])[CH2:35][CH2:36][CH2:37][CH2:38][CH:39]=1. The catalyst class is: 4. (5) Reactant: C(=O)([O-])[O-].[K+].[K+].[F:7][C:8]1[CH:9]=[CH:10][C:11]([N:14]2[CH2:19][CH2:18][N:17]3[N:20]=[C:21]([CH2:23][O:24]C(=O)C)[CH:22]=[C:16]3[C:15]2=[O:28])=[N:12][CH:13]=1. Product: [F:7][C:8]1[CH:9]=[CH:10][C:11]([N:14]2[CH2:19][CH2:18][N:17]3[N:20]=[C:21]([CH2:23][OH:24])[CH:22]=[C:16]3[C:15]2=[O:28])=[N:12][CH:13]=1. The catalyst class is: 5. (6) Reactant: [NH2:1][CH2:2][C@@:3]1([CH2:11][C:12]([O:14]C(C)(C)C)=[O:13])[CH2:9][C@@:8]2([CH3:10])[C@@H:4]1[CH:5]=[CH:6][CH2:7]2. Product: [NH2:1][CH2:2][C@@:3]1([CH2:11][C:12]([OH:14])=[O:13])[CH2:9][C@@:8]2([CH3:10])[C@H:4]1[CH:5]=[CH:6][CH2:7]2. The catalyst class is: 601. (7) Reactant: [CH3:1][NH:2][C:3](=O)[CH2:4][C:5]1[C:9]2=[N:10][CH:11]=[CH:12][CH:13]=[C:8]2[NH:7][CH:6]=1.[H-].[Al+3].[Li+].[H-].[H-].[H-]. Product: [CH3:1][NH:2][CH2:3][CH2:4][C:5]1[C:9]2=[N:10][CH:11]=[CH:12][CH:13]=[C:8]2[NH:7][CH:6]=1. The catalyst class is: 28.